This data is from Ames mutagenicity test results for genotoxicity prediction. The task is: Regression/Classification. Given a drug SMILES string, predict its toxicity properties. Task type varies by dataset: regression for continuous values (e.g., LD50, hERG inhibition percentage) or binary classification for toxic/non-toxic outcomes (e.g., AMES mutagenicity, cardiotoxicity, hepatotoxicity). Dataset: ames. (1) The compound is ClC(Cl)=Cc1c(Cl)c(Cl)c(Cl)c(Cl)c1Cl. The result is 0 (non-mutagenic). (2) The drug is CC(=O)OCc1ccc([N+](=O)[O-])cc1. The result is 1 (mutagenic). (3) The compound is OCC1CCC(n2cnc3c(O)ncnc32)O1. The result is 1 (mutagenic). (4) The result is 1 (mutagenic). The molecule is COc1ccc(C(=O)ON(OCc2ccccc2)C(=O)c2ccccc2)cc1.